Predict the reactants needed to synthesize the given product. From a dataset of Full USPTO retrosynthesis dataset with 1.9M reactions from patents (1976-2016). (1) Given the product [Cl:1][C:2]1[N:7]=[C:6]([NH2:8])[C:5]([NH2:9])=[CH:4][CH:3]=1, predict the reactants needed to synthesize it. The reactants are: [Cl:1][C:2]1[N:7]=[C:6]([NH2:8])[C:5]([N+:9]([O-])=O)=[CH:4][CH:3]=1.[NH4+].[Cl-]. (2) Given the product [CH3:1][C:2]1[N:6]([CH2:7][C:8]([O:10][CH3:11])=[O:9])[C:5]2[S:12][CH:13]=[CH:14][C:4]=2[C:3]=1[C:29]([C:26]1[NH:25][C:24]2[CH:23]=[CH:22][S:21][C:28]=2[CH:27]=1)=[O:30], predict the reactants needed to synthesize it. The reactants are: [CH3:1][C:2]1[N:6]([CH2:7][C:8]([O:10][CH3:11])=[O:9])[C:5]2[S:12][CH:13]=[CH:14][C:4]=2[CH:3]=1.[Cl-].C([Al+]CC)C.[S:21]1[C:28]2[CH:27]=[C:26]([C:29](Cl)=[O:30])[NH:25][C:24]=2[CH:23]=[CH:22]1. (3) Given the product [NH2:10][CH2:11][CH2:12][C:13]1[CH:20]=[CH:19][C:17]([OH:18])=[C:15]([OH:16])[CH:14]=1.[NH2:49][CH2:48][CH2:47][C:46]1[CH:41]=[CH:42][C:43]([OH:52])=[C:44]([OH:51])[CH:45]=1.[CH:41]1[C:46]([C@@H:47]([OH:50])[CH2:48][NH2:49])=[CH:45][C:44]([OH:51])=[C:43]([OH:52])[CH:42]=1.[CH:53]([OH:62])([C:59]([OH:61])=[O:60])[CH:54]([OH:58])[C:55]([OH:57])=[O:56], predict the reactants needed to synthesize it. The reactants are: C1(C=CC=C(N)C=1O)O.[NH2:10][CH2:11][CH2:12][C:13]1[CH:20]=[CH:19][C:17]([OH:18])=[C:15]([OH:16])[CH:14]=1.C1C2C[C@@H](N3C(S)=NC=C3CN)CCC=2C(F)=CC=1F.[CH:41]1[C:46]([C@@H:47]([OH:50])[CH2:48][NH2:49])=[CH:45][C:44]([OH:51])=[C:43]([OH:52])[CH:42]=1.[CH:53]([OH:62])([C:59]([OH:61])=[O:60])[CH:54]([OH:58])[C:55]([OH:57])=[O:56]. (4) Given the product [CH2:19]([O:20][C:37]1[CH:36]=[CH:35][C:34]([CH:2]([Br:1])[CH3:3])=[CH:39][CH:38]=1)[CH2:18][C:12]1[CH:17]=[CH:16][CH:15]=[CH:14][CH:13]=1, predict the reactants needed to synthesize it. The reactants are: [Br:1][CH2:2][CH2:3]OC1C=CC(O)=CC=1.[C:12]1([CH2:18][CH2:19][OH:20])[CH:17]=[CH:16][CH:15]=[CH:14][CH:13]=1.[C:34]1(P([C:34]2[CH:39]=[CH:38][CH:37]=[CH:36][CH:35]=2)[C:34]2[CH:39]=[CH:38][CH:37]=[CH:36][CH:35]=2)[CH:39]=[CH:38][CH:37]=[CH:36][CH:35]=1.N(C(OC(C)(C)C)=O)=NC(OC(C)(C)C)=O. (5) Given the product [Cl:8][C:6]1[N:5]=[CH:4][N:3]=[C:2]([N:21]2[CH2:22][C@H:18]([C:11]3[CH:12]=[C:13]([F:17])[C:14]([F:16])=[CH:15][C:10]=3[F:9])[C@@H:19]([NH:23][C:24](=[O:30])[O:25][C:26]([CH3:28])([CH3:27])[CH3:29])[CH2:20]2)[N:7]=1, predict the reactants needed to synthesize it. The reactants are: Cl[C:2]1[N:7]=[C:6]([Cl:8])[N:5]=[CH:4][N:3]=1.[F:9][C:10]1[CH:15]=[C:14]([F:16])[C:13]([F:17])=[CH:12][C:11]=1[C@H:18]1[CH2:22][NH:21][CH2:20][C@@H:19]1[NH:23][C:24](=[O:30])[O:25][C:26]([CH3:29])([CH3:28])[CH3:27].C(N(C(C)C)C(C)C)C.